Task: Binary Classification. Given a drug SMILES string, predict its activity (active/inactive) in a high-throughput screening assay against a specified biological target.. Dataset: Cav3 T-type calcium channel HTS with 100,875 compounds (1) The compound is FC(F)(F)c1cc(NC(=O)C(C)C)c(N2CCOCC2)cc1. The result is 0 (inactive). (2) The drug is s1cc(nc1NCC=C)C1(OC(=O)C2(CC(OC2=O)(C)C)C1)C. The result is 0 (inactive). (3) The drug is FC(F)(F)C1(NC(=O)N(C1=O)c1ccc(F)cc1)Nc1ncccc1. The result is 0 (inactive).